Dataset: CYP2C19 inhibition data for predicting drug metabolism from PubChem BioAssay. Task: Regression/Classification. Given a drug SMILES string, predict its absorption, distribution, metabolism, or excretion properties. Task type varies by dataset: regression for continuous measurements (e.g., permeability, clearance, half-life) or binary classification for categorical outcomes (e.g., BBB penetration, CYP inhibition). Dataset: cyp2c19_veith. (1) The drug is C/C(CCN1CCCCc2nc(C)c(C)cc21)=N\O[C@@H](C)CN1CCCc2nc(C)c(C)cc21. The result is 0 (non-inhibitor). (2) The compound is COc1cccc(C(=O)NC2CC3CCCC(C2)N3CC(=O)Nc2ccccc2)c1.Cl. The result is 1 (inhibitor). (3) The result is 1 (inhibitor). The compound is Cc1nn2c(c1-c1ccccc1)NC1=C(C(=O)CCC1)C2c1ccccc1. (4) The compound is CN1c2ccccc2C(C)(C)C12C=Nc1c(cc(N3CCOCC3)c3ccccc13)O2. The result is 1 (inhibitor). (5) The drug is C[C@@H]1O[C@H](OC2[C@@H](O)[C@H](O)C(O)[C@H](O)[C@H]2O)[C@@H](N)C[C@@H]1N=C(N)C(=O)O. The result is 0 (non-inhibitor). (6) The compound is C/C(=N\Nc1ccc([N+](=O)[O-])cc1)c1cccc(N)c1. The result is 1 (inhibitor).